Dataset: Catalyst prediction with 721,799 reactions and 888 catalyst types from USPTO. Task: Predict which catalyst facilitates the given reaction. (1) Reactant: [CH3:1][N:2]1[CH2:7][CH2:6][C:5]([CH2:16][NH2:17])([C:8]2[CH:13]=[CH:12][C:11]([Cl:14])=[C:10]([Cl:15])[CH:9]=2)[CH2:4][CH2:3]1.Cl[C:19]([O:21][CH2:22][CH3:23])=[O:20]. Product: [CH3:1][N:2]1[CH2:3][CH2:4][C:5]([C:8]2[CH:13]=[CH:12][C:11]([Cl:14])=[C:10]([Cl:15])[CH:9]=2)([CH2:16][NH:17][C:19]([O:21][CH2:22][CH3:23])=[O:20])[CH2:6][CH2:7]1. The catalyst class is: 2. (2) Product: [ClH:49].[ClH:49].[ClH:49].[NH2:41][C:37]1([C:34]2[CH:35]=[CH:36][C:31]([N:30]3[C:11]4=[N:12][C:13]([C:16]5[CH:17]=[C:18]([N:22]6[CH2:27][CH2:26][O:25][C@H:24]([CH2:28][OH:29])[CH2:23]6)[CH:19]=[CH:20][CH:21]=5)=[CH:14][CH:15]=[C:10]4[N:9]=[C:8]3[C:7]3[C:2]([NH2:1])=[N:3][CH:4]=[CH:5][CH:6]=3)=[CH:32][CH:33]=2)[CH2:38][CH2:39][CH2:40]1. Reactant: [NH2:1][C:2]1[C:7]([C:8]2[N:30]([C:31]3[CH:36]=[CH:35][C:34]([C:37]4([NH:41]C(=O)OC(C)(C)C)[CH2:40][CH2:39][CH2:38]4)=[CH:33][CH:32]=3)[C:11]3=[N:12][C:13]([C:16]4[CH:21]=[CH:20][CH:19]=[C:18]([N:22]5[CH2:27][CH2:26][O:25][C@H:24]([CH2:28][OH:29])[CH2:23]5)[CH:17]=4)=[CH:14][CH:15]=[C:10]3[N:9]=2)=[CH:6][CH:5]=[CH:4][N:3]=1.[ClH:49].O1CCOCC1. The catalyst class is: 2.